This data is from Full USPTO retrosynthesis dataset with 1.9M reactions from patents (1976-2016). The task is: Predict the reactants needed to synthesize the given product. (1) Given the product [CH2:1]([O:3][C:4]([C:6]1[C:7]([NH:27][C:26]2[CH:28]=[CH:29][C:30]([Br:32])=[CH:31][C:25]=2[F:24])=[CH:8][C:9](=[O:15])[N:10]2[C:14]=1[CH2:13][CH2:12][CH2:11]2)=[O:5])[CH3:2], predict the reactants needed to synthesize it. The reactants are: [CH2:1]([O:3][C:4]([C:6]1[C:7](OS(C(F)(F)F)(=O)=O)=[CH:8][C:9](=[O:15])[N:10]2[C:14]=1[CH2:13][CH2:12][CH2:11]2)=[O:5])[CH3:2].[F:24][C:25]1[CH:31]=[C:30]([Br:32])[CH:29]=[CH:28][C:26]=1[NH2:27].C(=O)([O-])[O-].[Cs+].[Cs+].C1C=CC(P(C2C(C3C(P(C4C=CC=CC=4)C4C=CC=CC=4)=CC=C4C=3C=CC=C4)=C3C(C=CC=C3)=CC=2)C2C=CC=CC=2)=CC=1. (2) Given the product [CH:1]([C:7]1[N:8]([C:23](=[O:24])[CH2:22][CH2:21][CH2:20][C:19]([OH:25])=[O:18])[C:9]2[C:14]([CH:15]=1)=[CH:13][CH:12]=[CH:11][CH:10]=2)=[CH:2][CH2:3][CH2:4][CH2:5][CH3:6], predict the reactants needed to synthesize it. The reactants are: [CH:1]([C:7]1[NH:8][C:9]2[C:14]([CH:15]=1)=[CH:13][CH:12]=[CH:11][CH:10]=2)=[CH:2][CH2:3][CH2:4][CH2:5][CH3:6].[OH-].[K+].[O:18]1[C:23](=[O:24])[CH2:22][CH2:21][CH2:20][C:19]1=[O:25].[Cl-].[NH4+].